Dataset: Peptide-MHC class II binding affinity with 134,281 pairs from IEDB. Task: Regression. Given a peptide amino acid sequence and an MHC pseudo amino acid sequence, predict their binding affinity value. This is MHC class II binding data. (1) The peptide sequence is FTLGRDGHEKPMNVQ. The MHC is DRB1_1101 with pseudo-sequence DRB1_1101. The binding affinity (normalized) is 0. (2) The peptide sequence is YEVRAELPGVDPDKD. The binding affinity (normalized) is 0.109. The MHC is DRB1_0901 with pseudo-sequence DRB1_0901. (3) The peptide sequence is TAAFGVLLSNFGAPS. The MHC is DRB5_0101 with pseudo-sequence DRB5_0101. The binding affinity (normalized) is 0.472.